From a dataset of Reaction yield outcomes from USPTO patents with 853,638 reactions. Predict the reaction yield, written as a fraction of the theoretical maximum amount of product (1.0 means a 100% yield; for example, 0.34 means a 34% yield). The reactants are [CH2:1]([N:3]1[CH2:8][CH2:7][CH:6]([N:9]([CH3:31])[C:10]2[C:11]([C:24]3[CH:29]=[CH:28][C:27]([F:30])=[CH:26][CH:25]=3)=[N:12][C:13]3[C:18]([N:19]=2)=[CH:17][C:16]([C:20]([O:22]C)=[O:21])=[CH:15][CH:14]=3)[CH2:5][CH2:4]1)[CH3:2].[OH-].[Na+]. The catalyst is CO. The product is [CH2:1]([N:3]1[CH2:8][CH2:7][CH:6]([N:9]([CH3:31])[C:10]2[C:11]([C:24]3[CH:25]=[CH:26][C:27]([F:30])=[CH:28][CH:29]=3)=[N:12][C:13]3[C:18]([N:19]=2)=[CH:17][C:16]([C:20]([OH:22])=[O:21])=[CH:15][CH:14]=3)[CH2:5][CH2:4]1)[CH3:2]. The yield is 0.690.